Dataset: Catalyst prediction with 721,799 reactions and 888 catalyst types from USPTO. Task: Predict which catalyst facilitates the given reaction. (1) Reactant: [Cl-].O[NH3+:3].[C:4](=[O:7])([O-])[OH:5].[Na+].CS(C)=O.[OH:13][C:14]([CH3:52])([CH3:51])[CH2:15][O:16][CH:17]1[CH2:22][CH2:21][CH:20]([N:23]2[C:28](=[O:29])[C:27]([CH2:30][C:31]3[CH:36]=[CH:35][C:34]([C:37]4[C:38]([C:43]#[N:44])=[CH:39][CH:40]=[CH:41][CH:42]=4)=[CH:33][CH:32]=3)=[C:26]([CH2:45][CH2:46][CH3:47])[N:25]3[N:48]=[CH:49][N:50]=[C:24]23)[CH2:19][CH2:18]1. Product: [OH:13][C:14]([CH3:51])([CH3:52])[CH2:15][O:16][C@@H:17]1[CH2:22][CH2:21][C@H:20]([N:23]2[C:28](=[O:29])[C:27]([CH2:30][C:31]3[CH:36]=[CH:35][C:34]([C:37]4[CH:42]=[CH:41][CH:40]=[CH:39][C:38]=4[C:43]4[NH:3][C:4](=[O:7])[O:5][N:44]=4)=[CH:33][CH:32]=3)=[C:26]([CH2:45][CH2:46][CH3:47])[N:25]3[N:48]=[CH:49][N:50]=[C:24]23)[CH2:19][CH2:18]1. The catalyst class is: 13. (2) Reactant: C(=O)([O-])O.[K+].[C:6]([NH2:14])(=[NH:13])[C:7]1[CH:12]=[CH:11][CH:10]=[CH:9][CH:8]=1.Br[CH2:16][C:17]([C:19]1[CH:24]=[CH:23][C:22]([F:25])=[C:21]([CH3:26])[CH:20]=1)=O. Product: [F:25][C:22]1[CH:23]=[CH:24][C:19]([C:17]2[N:13]=[C:6]([C:7]3[CH:12]=[CH:11][CH:10]=[CH:9][CH:8]=3)[NH:14][CH:16]=2)=[CH:20][C:21]=1[CH3:26]. The catalyst class is: 90.